Dataset: Reaction yield outcomes from USPTO patents with 853,638 reactions. Task: Predict the reaction yield, written as a fraction of the theoretical maximum amount of product (1.0 means a 100% yield; for example, 0.34 means a 34% yield). (1) The reactants are Br[C:2]1[N:7]=[C:6]([NH2:8])[CH:5]=[CH:4][CH:3]=1.CC1(C)C(C)(C)OC([C:17]2[CH:29]=[CH:28][C:20]3[N:21]=[C:22]([NH:24][C:25](=[O:27])[CH3:26])[S:23][C:19]=3[CH:18]=2)O1.C([O-])([O-])=O.[Na+].[Na+]. The catalyst is O1CCOCC1.C1C=CC([P]([Pd]([P](C2C=CC=CC=2)(C2C=CC=CC=2)C2C=CC=CC=2)([P](C2C=CC=CC=2)(C2C=CC=CC=2)C2C=CC=CC=2)[P](C2C=CC=CC=2)(C2C=CC=CC=2)C2C=CC=CC=2)(C2C=CC=CC=2)C2C=CC=CC=2)=CC=1. The product is [NH2:8][C:6]1[N:7]=[C:2]([C:17]2[CH:29]=[CH:28][C:20]3[N:21]=[C:22]([NH:24][C:25](=[O:27])[CH3:26])[S:23][C:19]=3[CH:18]=2)[CH:3]=[CH:4][CH:5]=1. The yield is 0.280. (2) The reactants are [CH3:1][C@@H:2]1[CH2:8][N:7]([C:9]([C:11]2([CH3:15])[CH2:14][CH2:13][CH2:12]2)=[O:10])[CH2:6][C:5]2[CH:16]=[CH:17][C:18]([C:20]([O:22]C)=O)=[CH:19][C:4]=2[O:3]1.[NH2:24][OH:25].[OH-].[Na+]. The catalyst is C1COCC1.CO. The product is [OH:25][NH:24][C:20]([C:18]1[CH:17]=[CH:16][C:5]2[CH2:6][N:7]([C:9]([C:11]3([CH3:15])[CH2:14][CH2:13][CH2:12]3)=[O:10])[CH2:8][C@@H:2]([CH3:1])[O:3][C:4]=2[CH:19]=1)=[O:22]. The yield is 0.600. (3) The reactants are [CH3:1][O:2][C:3]1[C:4]([CH3:25])=[C:5]([C:16]([O:23][CH3:24])=[C:17]([O:21][CH3:22])[C:18]=1[O:19][CH3:20])[CH2:6][C:7]1[CH:8]=[CH:9][C:10]([OH:15])=[C:11]([CH:14]=1)[CH:12]=[O:13].C(=O)([O-])[O-].[Na+].[Na+].[CH2:32](Br)[C:33]1[CH:38]=[CH:37][CH:36]=[CH:35][CH:34]=1. The catalyst is CC(C)=O. The product is [CH3:1][O:2][C:3]1[C:4]([CH3:25])=[C:5]([C:16]([O:23][CH3:24])=[C:17]([O:21][CH3:22])[C:18]=1[O:19][CH3:20])[CH2:6][C:7]1[CH:8]=[CH:9][C:10]([O:15][CH2:32][C:33]2[CH:38]=[CH:37][CH:36]=[CH:35][CH:34]=2)=[C:11]([CH:14]=1)[CH:12]=[O:13]. The yield is 0.900. (4) The reactants are Cl[C:2]1[C:3]2[CH:10]=[C:9]([C:11]3[CH:12]=[N:13][N:14]([CH3:16])[CH:15]=3)[N:8](S(C3C=CC=CC=3)(=O)=O)[C:4]=2[N:5]=[CH:6][N:7]=1.[F:26][C:27]1[CH:45]=[C:44](B2OC(C)(C)C(C)(C)O2)[CH:43]=[CH:42][C:28]=1[CH2:29][NH:30][C:31]([C:33]1[CH:41]=[C:36]2[CH2:37][CH2:38][CH2:39][CH2:40][N:35]2[N:34]=1)=[O:32].C(=O)([O-])[O-].[K+].[K+].O. The catalyst is COCCOC.C1C=CC([P]([Pd]([P](C2C=CC=CC=2)(C2C=CC=CC=2)C2C=CC=CC=2)([P](C2C=CC=CC=2)(C2C=CC=CC=2)C2C=CC=CC=2)[P](C2C=CC=CC=2)(C2C=CC=CC=2)C2C=CC=CC=2)(C2C=CC=CC=2)C2C=CC=CC=2)=CC=1. The product is [F:26][C:27]1[CH:45]=[C:44]([C:2]2[C:3]3[CH:10]=[C:9]([C:11]4[CH:12]=[N:13][N:14]([CH3:16])[CH:15]=4)[NH:8][C:4]=3[N:5]=[CH:6][N:7]=2)[CH:43]=[CH:42][C:28]=1[CH2:29][NH:30][C:31]([C:33]1[CH:41]=[C:36]2[CH2:37][CH2:38][CH2:39][CH2:40][N:35]2[N:34]=1)=[O:32]. The yield is 0.0700. (5) The reactants are [F:1][C:2]1[C:7]([CH3:8])=[CH:6][CH:5]=[C:4](F)[C:3]=1[O:10][CH3:11].C[Si](C)(C)[N-][Si](C)(C)C.[K+].[C:22](#[N:26])[CH:23]([CH3:25])[CH3:24].Cl. The catalyst is C1(C)C=CC=CC=1. The product is [F:1][C:2]1[C:3]([O:10][CH3:11])=[C:4]([C:23]([CH3:25])([CH3:24])[C:22]#[N:26])[CH:5]=[CH:6][C:7]=1[CH3:8]. The yield is 0.495. (6) The reactants are [Cl:1][C:2]1[C:3]([CH:20]([C:31]2[CH:36]=[C:35]([F:37])[CH:34]=[CH:33][C:32]=2[F:38])[S:21]([C:24]2[CH:29]=[CH:28][C:27]([F:30])=[CH:26][CH:25]=2)(=[O:23])=[O:22])=[CH:4][C:5]([NH:8]CC2C=CC(OC)=C(OC)C=2)=[N:6][CH:7]=1.C(=O)(O)[O-].[Na+]. The yield is 0.990. The catalyst is FC(F)(F)C(O)=O. The product is [Cl:1][C:2]1[C:3]([CH:20]([C:31]2[CH:36]=[C:35]([F:37])[CH:34]=[CH:33][C:32]=2[F:38])[S:21]([C:24]2[CH:29]=[CH:28][C:27]([F:30])=[CH:26][CH:25]=2)(=[O:23])=[O:22])=[CH:4][C:5]([NH2:8])=[N:6][CH:7]=1. (7) The reactants are C([O:8][C:9]1[C:10]([O:36][CH2:37][CH3:38])=[C:11]([CH:15]([C:17]2[C:25]3[C:20](=[N:21][CH:22]=[CH:23][CH:24]=3)[N:19]([Si:26]([CH:33]([CH3:35])[CH3:34])([CH:30]([CH3:32])[CH3:31])[CH:27]([CH3:29])[CH3:28])[CH:18]=2)[OH:16])[CH:12]=[CH:13][CH:14]=1)C1C=CC=CC=1. The catalyst is CO.O1CCCC1.[Pd]. The product is [CH2:37]([O:36][C:10]1[C:9]([OH:8])=[CH:14][CH:13]=[CH:12][C:11]=1[C:15]([C:17]1[C:25]2[C:20](=[N:21][CH:22]=[CH:23][CH:24]=2)[N:19]([Si:26]([CH:30]([CH3:31])[CH3:32])([CH:27]([CH3:29])[CH3:28])[CH:33]([CH3:34])[CH3:35])[CH:18]=1)=[O:16])[CH3:38]. The yield is 0.950.